From a dataset of Full USPTO retrosynthesis dataset with 1.9M reactions from patents (1976-2016). Predict the reactants needed to synthesize the given product. (1) Given the product [OH:27][C:24]1[CH:25]=[CH:26][C:21]([NH:20][C:2]2[C:3](=[O:19])[N:4]([CH2:15][CH2:16][O:17][CH3:18])[S:5](=[O:14])(=[O:13])[C:6]=2[C:7]2[CH:12]=[CH:11][CH:10]=[CH:9][CH:8]=2)=[CH:22][CH:23]=1, predict the reactants needed to synthesize it. The reactants are: Cl[C:2]1[C:3](=[O:19])[N:4]([CH2:15][CH2:16][O:17][CH3:18])[S:5](=[O:14])(=[O:13])[C:6]=1[C:7]1[CH:12]=[CH:11][CH:10]=[CH:9][CH:8]=1.[NH2:20][C:21]1[CH:26]=[CH:25][C:24]([OH:27])=[CH:23][CH:22]=1. (2) Given the product [Br:1][C:2]1[C:10]2[C:5](=[N:6][C:7]([CH3:27])=[CH:8][C:9]=2[NH:11][S:12]([C:15]2[CH:20]=[CH:19][CH:18]=[C:17]([Cl:21])[CH:16]=2)(=[O:14])=[O:13])[S:4][C:3]=1[C:28]1[CH:32]=[N:31][NH:30][CH:29]=1, predict the reactants needed to synthesize it. The reactants are: [Br:1][C:2]1[C:10]2[C:5](=[N:6][C:7]([CH3:27])=[C:8](C(OCC)=O)[C:9]=2[NH:11][S:12]([C:15]2[CH:20]=[CH:19][CH:18]=[C:17]([Cl:21])[CH:16]=2)(=[O:14])=[O:13])[S:4][C:3]=1[C:28]1[CH:29]=[N:30][NH:31][CH:32]=1.[OH-].[Na+].C(O)=O.C1(OC2C=CC=CC=2)C=CC=CC=1. (3) Given the product [NH2:43][C:41]1[N:42]=[C:31]2[CH:30]=[C:29]([C:11]3[CH:12]=[N:13][C:8]([N:5]4[CH2:4][CH2:3][C:2]([CH3:1])([C:23]([O:25][CH2:26][CH3:27])=[O:24])[CH2:7][CH2:6]4)=[N:9][CH:10]=3)[CH:34]=[C:33]([N:35]3[CH:39]=[CH:38][CH:37]=[N:36]3)[N:32]2[N:40]=1, predict the reactants needed to synthesize it. The reactants are: [CH3:1][C:2]1([C:23]([O:25][CH2:26][CH3:27])=[O:24])[CH2:7][CH2:6][N:5]([C:8]2[N:13]=[CH:12][C:11](B3OC(C)(C)C(C)(C)O3)=[CH:10][N:9]=2)[CH2:4][CH2:3]1.Cl[C:29]1[CH:34]=[C:33]([N:35]2[CH:39]=[CH:38][CH:37]=[N:36]2)[N:32]2[N:40]=[C:41]([NH2:43])[N:42]=[C:31]2[CH:30]=1.C(=O)([O-])[O-].[Cs+].[Cs+]. (4) Given the product [CH3:8][C:7]1[CH:6]=[CH:5][CH:4]=[C:3]([N+:9]([O-:11])=[O:10])[C:2]=1[N:19]([C:17]([O:16][C:12]([CH3:15])([CH3:14])[CH3:13])=[O:18])[NH2:20], predict the reactants needed to synthesize it. The reactants are: F[C:2]1[C:7]([CH3:8])=[CH:6][CH:5]=[CH:4][C:3]=1[N+:9]([O-:11])=[O:10].[C:12]([O:16][C:17]([NH:19][NH2:20])=[O:18])([CH3:15])([CH3:14])[CH3:13]. (5) Given the product [C:16]([C:18]1[CH:19]=[C:20]([CH:24]=[C:25]([C:27]([F:30])([F:29])[F:28])[CH:26]=1)[C:21]([N:2]([CH3:1])[C:3]1[CH:4]=[N:5][CH:6]=[CH:7][C:8]=1[C:9]1[CH:14]=[CH:13][CH:12]=[CH:11][C:10]=1[CH3:15])=[O:23])#[N:17], predict the reactants needed to synthesize it. The reactants are: [CH3:1][NH:2][C:3]1[CH:4]=[N:5][CH:6]=[CH:7][C:8]=1[C:9]1[CH:14]=[CH:13][CH:12]=[CH:11][C:10]=1[CH3:15].[C:16]([C:18]1[CH:19]=[C:20]([CH:24]=[C:25]([C:27]([F:30])([F:29])[F:28])[CH:26]=1)[C:21]([OH:23])=O)#[N:17]. (6) Given the product [CH2:1]([O:3][C:4]([C:6]1[N:7]=[C:8]([Cl:16])[S:9][CH:10]=1)=[O:5])[CH3:2], predict the reactants needed to synthesize it. The reactants are: [CH2:1]([O:3][C:4]([C:6]1[N:7]=[C:8](N)[S:9][CH:10]=1)=[O:5])[CH3:2].N([O-])=O.[Na+].[ClH:16].